This data is from HIV replication inhibition screening data with 41,000+ compounds from the AIDS Antiviral Screen. The task is: Binary Classification. Given a drug SMILES string, predict its activity (active/inactive) in a high-throughput screening assay against a specified biological target. (1) The molecule is CC(C)=CCCC(C)=CCc1cc(O)c(Br)cc1O. The result is 0 (inactive). (2) The drug is CCOC(=O)CCC(=O)C1c2cccc(O)c2C(=O)c2c(O)cccc21. The result is 0 (inactive). (3) The drug is O=S1(=O)OCCOS(=O)(=O)C1Cc1ccccc1. The result is 0 (inactive).